From a dataset of Full USPTO retrosynthesis dataset with 1.9M reactions from patents (1976-2016). Predict the reactants needed to synthesize the given product. (1) Given the product [CH2:1]([N:8]1[CH2:9][C@H:10]([CH2:11][O:12][CH2:13][C:14]2[CH:19]=[CH:18][CH:17]=[CH:16][CH:15]=2)[O:20][C@H:23]([CH2:24][OH:25])[CH2:21]1)[C:2]1[CH:3]=[CH:4][CH:5]=[CH:6][CH:7]=1, predict the reactants needed to synthesize it. The reactants are: [CH2:1]([NH:8][CH2:9][C@@H:10]([OH:20])[CH2:11][O:12][CH2:13][C:14]1[CH:19]=[CH:18][CH:17]=[CH:16][CH:15]=1)[C:2]1[CH:7]=[CH:6][CH:5]=[CH:4][CH:3]=1.[CH2:21]([C@@H:23]1[O:25][CH2:24]1)Cl. (2) The reactants are: [OH:1][C:2]1[CH:3]=[C:4]([CH:10]=[CH:11][C:12]([OH:14])=[O:13])[CH:5]=[CH:6][C:7]=1[O:8][CH3:9].CCOC(C)=O.[H][H]. Given the product [OH:1][C:2]1[CH:3]=[C:4]([CH2:10][CH2:11][C:12]([OH:14])=[O:13])[CH:5]=[CH:6][C:7]=1[O:8][CH3:9], predict the reactants needed to synthesize it.